This data is from Catalyst prediction with 721,799 reactions and 888 catalyst types from USPTO. The task is: Predict which catalyst facilitates the given reaction. (1) Reactant: [NH2:1][C:2]1[CH:7]=[C:6]([C:8]([F:11])([F:10])[F:9])[C:5]([C:12]2[CH:17]=[CH:16][C:15]([CH2:18][CH2:19][NH:20][S:21]([CH3:24])(=[O:23])=[O:22])=[CH:14][CH:13]=2)=[C:4]([Cl:25])[CH:3]=1.[C:26](Cl)(Cl)=[S:27].C(N(CC)CC)C. Product: [Cl:25][C:4]1[CH:3]=[C:2]([N:1]=[C:26]=[S:27])[CH:7]=[C:6]([C:8]([F:11])([F:9])[F:10])[C:5]=1[C:12]1[CH:17]=[CH:16][C:15]([CH2:18][CH2:19][NH:20][S:21]([CH3:24])(=[O:23])=[O:22])=[CH:14][CH:13]=1. The catalyst class is: 48. (2) Reactant: [NH2:1][C:2]1[CH:10]=[CH:9][C:5]([C:6]([OH:8])=O)=[CH:4][C:3]=1[N+:11]([O-:13])=[O:12].CCN=C=NCCCN(C)C.C1C=CC2N(O)N=NC=2C=1.[C:35]1([NH2:45])[C:44]2[C:39](=[CH:40][CH:41]=[CH:42][CH:43]=2)[CH:38]=[CH:37][N:36]=1. Product: [NH2:1][C:2]1[CH:10]=[CH:9][C:5]([C:6]([NH:45][C:35]2[C:44]3[C:39](=[CH:40][CH:41]=[CH:42][CH:43]=3)[CH:38]=[CH:37][N:36]=2)=[O:8])=[CH:4][C:3]=1[N+:11]([O-:13])=[O:12]. The catalyst class is: 18. (3) Reactant: C[O:2][C:3]1[CH:19]=[CH:18][C:6]([C:7]([C:9]2[CH:14]=[CH:13][C:12]([N+:15]([O-:17])=[O:16])=[CH:11][CH:10]=2)=[O:8])=[CH:5][CH:4]=1.Br. Product: [OH:2][C:3]1[CH:19]=[CH:18][C:6]([C:7]([C:9]2[CH:14]=[CH:13][C:12]([N+:15]([O-:17])=[O:16])=[CH:11][CH:10]=2)=[O:8])=[CH:5][CH:4]=1. The catalyst class is: 15. (4) Reactant: [N:1]1[N:2]=[C:3]([C:10]2[CH:19]=[CH:18][C:17]3[C:12](=[C:13]([OH:20])[CH:14]=[CH:15][CH:16]=3)[N:11]=2)[N:4]2[CH:9]=[CH:8][CH:7]=[CH:6][C:5]=12.C(=O)([O-])[O-].[Cs+].[Cs+].[CH2:27](I)[C:28]([CH3:31])([CH3:30])[CH3:29].O. Product: [N:1]1[N:2]=[C:3]([C:10]2[CH:19]=[CH:18][C:17]3[C:12](=[C:13]([O:20][CH2:27][C:28]([CH3:31])([CH3:30])[CH3:29])[CH:14]=[CH:15][CH:16]=3)[N:11]=2)[N:4]2[CH:9]=[CH:8][CH:7]=[CH:6][C:5]=12. The catalyst class is: 44.